This data is from Catalyst prediction with 721,799 reactions and 888 catalyst types from USPTO. The task is: Predict which catalyst facilitates the given reaction. (1) Reactant: Cl.[CH:2]1([NH:7][C:8]([NH2:10])=[NH:9])[CH2:6][CH2:5][CH2:4][CH2:3]1.C(=O)([O-])[O-].[K+].[K+].[Cl:17][C:18]1[N:23]2[N:24]=[C:25]([C:31]3[O:32][CH:33]=[CH:34][CH:35]=3)[C:26]([C:27](=O)[C:28]#[CH:29])=[C:22]2[CH:21]=[CH:20][CH:19]=1. Product: [Cl:17][C:18]1[N:23]2[N:24]=[C:25]([C:31]3[O:32][CH:33]=[CH:34][CH:35]=3)[C:26]([C:27]3[CH:28]=[CH:29][N:10]=[C:8]([NH:7][CH:2]4[CH2:6][CH2:5][CH2:4][CH2:3]4)[N:9]=3)=[C:22]2[CH:21]=[CH:20][CH:19]=1. The catalyst class is: 8. (2) Reactant: [F:1][C:2]1[CH:3]=[C:4]2[C:9](=[CH:10][CH:11]=1)[N:8]=[C:7]([CH3:12])[CH:6]=[C:5]2[C:13]([OH:15])=O.P(Cl)(Cl)(Cl)(Cl)[Cl:17]. Product: [F:1][C:2]1[CH:3]=[C:4]2[C:9](=[CH:10][CH:11]=1)[N:8]=[C:7]([CH3:12])[CH:6]=[C:5]2[C:13]([Cl:17])=[O:15]. The catalyst class is: 4. (3) Reactant: [N+:1]([C:4]1[CH:5]=[N:6][CH:7]=[CH:8][C:9]=1[C@H:10]1[CH2:17][C:16]([O:18][Si](CC)(CC)CC)=[CH:15][C:12]2([CH2:14][CH2:13]2)[O:11]1)([O-:3])=[O:2].CC1(C)O[O:28]1.CC(C)=O. Product: [OH:28][C@@H:15]1[C:12]2([CH2:13][CH2:14]2)[O:11][C@@H:10]([C:9]2[CH:8]=[CH:7][N:6]=[CH:5][C:4]=2[N+:1]([O-:3])=[O:2])[CH2:17][C:16]1=[O:18]. The catalyst class is: 2. (4) Reactant: [F:1][C:2]1[CH:35]=[C:34]([F:36])[CH:33]=[CH:32][C:3]=1[O:4][C:5]1[CH:6]=[C:7]2[C:11](=[CH:12][C:13]=1[C:14]([NH:16][C@@:17]([CH3:27])([CH2:22][CH2:23][N:24]([CH3:26])[CH3:25])[C:18](OC)=[O:19])=[O:15])[N:10]([CH2:28][CH:29]([CH3:31])[CH3:30])[N:9]=[CH:8]2.[BH4-].[Na+]. Product: [F:1][C:2]1[CH:35]=[C:34]([F:36])[CH:33]=[CH:32][C:3]=1[O:4][C:5]1[CH:6]=[C:7]2[C:11](=[CH:12][C:13]=1[C:14]([NH:16][C@@:17]([CH3:27])([CH2:22][CH2:23][N:24]([CH3:25])[CH3:26])[CH2:18][OH:19])=[O:15])[N:10]([CH2:28][CH:29]([CH3:31])[CH3:30])[N:9]=[CH:8]2. The catalyst class is: 36. (5) Reactant: C(N(CC)CC)C.[F:8][C:9]1[CH:14]=[CH:13][CH:12]=[CH:11][C:10]=1[N:15]1[C:23]2[C:18](=[C:19]([N:24]3[CH2:31][C@@H:30]4[C@@H:26]([CH2:27][NH:28][CH2:29]4)[C:25]3=[O:32])[CH:20]=[CH:21][CH:22]=2)[CH:17]=[N:16]1.[CH2:33]([S:37](Cl)(=[O:39])=[O:38])[CH:34]([CH3:36])[CH3:35]. Product: [F:8][C:9]1[CH:14]=[CH:13][CH:12]=[CH:11][C:10]=1[N:15]1[C:23]2[C:18](=[C:19]([N:24]3[CH2:31][C@@H:30]4[C@@H:26]([CH2:27][N:28]([S:37]([CH2:33][CH:34]([CH3:36])[CH3:35])(=[O:39])=[O:38])[CH2:29]4)[C:25]3=[O:32])[CH:20]=[CH:21][CH:22]=2)[CH:17]=[N:16]1. The catalyst class is: 2. (6) Reactant: Cl.[NH2:2][C@H:3]([CH3:11])[C:4]([CH3:10])([CH3:9])[C:5]([O:7][CH3:8])=[O:6].[CH3:12][C:13]([O:16][C:17](O[C:17]([O:16][C:13]([CH3:15])([CH3:14])[CH3:12])=[O:18])=[O:18])([CH3:15])[CH3:14]. Product: [C:13]([O:16][C:17]([NH:2][C@H:3]([CH3:11])[C:4]([CH3:10])([CH3:9])[C:5]([O:7][CH3:8])=[O:6])=[O:18])([CH3:15])([CH3:14])[CH3:12]. The catalyst class is: 91. (7) The catalyst class is: 2. Product: [CH3:32][N:30]([CH3:31])[CH2:29][CH2:28][N:14]1[C:15](=[O:27])[C:16]2[CH:21]=[C:20]([O:22][CH3:23])[C:19]([O:24][CH3:25])=[CH:18][C:17]=2[C:8]2[C:7]1=[C:6]1[C:11](=[N:10][N:9]=2)[CH:12]=[CH:13][CH:4]=[CH:5]1. Reactant: [N+]([C:4]1[CH:5]=[C:6]2[C:11](=[CH:12][CH:13]=1)[N:10]=[N:9][CH:8]=[C:7]2[N:14]([CH2:28][CH2:29][N:30]([CH3:32])[CH3:31])[C:15](=[O:27])[C:16]1[CH:21]=[C:20]([O:22][CH3:23])[C:19]([O:24][CH3:25])=[CH:18][C:17]=1I)([O-])=O.C(Cl)(=O)C(Cl)=O.COC1C=C(C(I)=CC=1OC)C(O)=O.CN(C)CCNC1C2C(=CC=CC=2)N=NC=1.C(N(CC)CC)C.